From a dataset of Peptide-MHC class II binding affinity with 134,281 pairs from IEDB. Regression. Given a peptide amino acid sequence and an MHC pseudo amino acid sequence, predict their binding affinity value. This is MHC class II binding data. The peptide sequence is NIKLQVVKDAQALLH. The MHC is DRB1_0101 with pseudo-sequence DRB1_0101. The binding affinity (normalized) is 0.727.